This data is from Forward reaction prediction with 1.9M reactions from USPTO patents (1976-2016). The task is: Predict the product of the given reaction. (1) Given the reactants [C:1]([C:5]1[CH:6]=[C:7]2[C:12](=[C:13]([F:15])[CH:14]=1)[C:11](=[O:16])[N:10]([C:17]1[N:24]=[CH:23][CH:22]=[C:21]([C:25]3[CH:30]=[C:29]([NH:31][C:32]4[CH:41]=[C:35]5[CH2:36][N:37]([CH3:40])[CH2:38][CH2:39][N:34]5[N:33]=4)[C:28](=[O:42])[N:27]([CH3:43])[N:26]=3)[C:18]=1[CH:19]=[O:20])[N:9]=[CH:8]2)([CH3:4])([CH3:3])[CH3:2].[BH4-].[Na+], predict the reaction product. The product is: [C:1]([C:5]1[CH:6]=[C:7]2[C:12](=[C:13]([F:15])[CH:14]=1)[C:11](=[O:16])[N:10]([C:17]1[C:18]([CH2:19][OH:20])=[C:21]([C:25]3[CH:30]=[C:29]([NH:31][C:32]4[CH:41]=[C:35]5[CH2:36][N:37]([CH3:40])[CH2:38][CH2:39][N:34]5[N:33]=4)[C:28](=[O:42])[N:27]([CH3:43])[N:26]=3)[CH:22]=[CH:23][N:24]=1)[N:9]=[CH:8]2)([CH3:4])([CH3:2])[CH3:3]. (2) Given the reactants [Cl:1][C:2]1[CH:7]=[C:6](I)[C:5]([O:9][CH:10]([F:12])[F:11])=[CH:4][N:3]=1.CC1(C)OB([C:19]2[CH:20]=[N:21][C:22]([C:25]([F:28])([F:27])[F:26])=[N:23][CH:24]=2)OC1(C)C.C(=O)([O-])[O-].[K+].[K+], predict the reaction product. The product is: [Cl:1][C:2]1[CH:7]=[C:6]([C:19]2[CH:20]=[N:21][C:22]([C:25]([F:28])([F:27])[F:26])=[N:23][CH:24]=2)[C:5]([O:9][CH:10]([F:12])[F:11])=[CH:4][N:3]=1.